Dataset: Forward reaction prediction with 1.9M reactions from USPTO patents (1976-2016). Task: Predict the product of the given reaction. (1) Given the reactants [N:1]1[C:10]2[C:5](=[CH:6][CH:7]=[CH:8][CH:9]=2)[C:4]([CH:11]=O)=[CH:3][CH:2]=1.[N:13]1[CH:18]=[CH:17][CH:16]=[C:15]([CH2:19][C:20]#[N:21])[CH:14]=1, predict the reaction product. The product is: [N:13]1[CH:18]=[CH:17][CH:16]=[C:15](/[C:19](=[CH:11]/[C:4]2[C:5]3[C:10](=[CH:9][CH:8]=[CH:7][CH:6]=3)[N:1]=[CH:2][CH:3]=2)/[C:20]#[N:21])[CH:14]=1. (2) Given the reactants [CH2:1]([C:3]1[C:4]([NH:11][C@@H:12]2[C:20]3[C:15](=[CH:16][CH:17]=[CH:18][CH:19]=3)[CH2:14][C@@H:13]2O)=[N:5][C:6]([CH2:9][CH3:10])=[CH:7][N:8]=1)[CH3:2].C([C@@H]1[C@H](N)C2[CH:30]=[CH:31][S:32]C=2CC1)CC, predict the reaction product. The product is: [CH2:1]([C:3]1[C:4]([NH:11][C@@H:12]2[C:20]3[CH:30]=[CH:31][S:32][C:19]=3[CH2:18][CH2:17][C@@H:16]2[CH2:15][CH2:14][CH3:13])=[N:5][C:6]([CH2:9][CH3:10])=[CH:7][N:8]=1)[CH3:2]. (3) The product is: [CH2:48]([O:50][C:51]([N:53]1[CH2:54][CH2:55][N:56]([C:3](=[O:5])[CH2:2][NH:1][C:6]([O:8][CH2:9][C:10]2[CH:15]=[CH:14][CH:13]=[CH:12][CH:11]=2)=[O:7])[CH2:57][CH2:58]1)=[O:52])[CH3:49]. Given the reactants [NH:1]([C:6]([O:8][CH2:9][C:10]1[CH:15]=[CH:14][CH:13]=[CH:12][CH:11]=1)=[O:7])[CH2:2][C:3]([OH:5])=O.C1C=C2N=NN(O)C2=CC=1.O.CCN(C(C)C)C(C)C.CCN=C=NCCCN(C)C.Cl.[CH2:48]([O:50][C:51]([N:53]1[CH2:58][CH2:57][NH:56][CH2:55][CH2:54]1)=[O:52])[CH3:49].C([O-])(O)=O.[Na+], predict the reaction product. (4) Given the reactants [F:1][C:2]1[N:7]=[C:6]([C:8]2[CH2:13][CH2:12][N:11](C([O-])=O)[CH2:10][CH:9]=2)[CH:5]=[CH:4][CH:3]=1.FC(F)(F)C(O)=O, predict the reaction product. The product is: [F:1][C:2]1[N:7]=[C:6]([C:8]2[CH2:13][CH2:12][NH:11][CH2:10][CH:9]=2)[CH:5]=[CH:4][CH:3]=1. (5) Given the reactants Cl.[F:2][C:3]1([F:7])[CH2:6][NH:5][CH2:4]1.[Cl:8][C:9]1[C:10]([CH2:15][NH:16][C:17]([CH:19]2[CH2:24][CH2:23][C:22](=O)[CH2:21][CH2:20]2)=[O:18])=[N:11][CH:12]=[CH:13][N:14]=1.C(O)(=O)C.C([BH3-])#N.[Na+], predict the reaction product. The product is: [Cl:8][C:9]1[C:10]([CH2:15][NH:16][C:17]([C@H:19]2[CH2:24][CH2:23][C@H:22]([N:5]3[CH2:6][C:3]([F:7])([F:2])[CH2:4]3)[CH2:21][CH2:20]2)=[O:18])=[N:11][CH:12]=[CH:13][N:14]=1.[Cl:8][C:9]1[C:10]([CH2:15][NH:16][C:17]([C@H:19]2[CH2:24][CH2:23][C@@H:22]([N:5]3[CH2:6][C:3]([F:7])([F:2])[CH2:4]3)[CH2:21][CH2:20]2)=[O:18])=[N:11][CH:12]=[CH:13][N:14]=1. (6) Given the reactants [N+:1]([C:4]1[C:5]([C:9]([OH:11])=O)=[N:6][NH:7][CH:8]=1)([O-:3])=[O:2].[NH2:12][C:13]1[CH:18]=[C:17]([CH3:19])[C:16]([CH3:20])=[CH:15][C:14]=1[NH2:21], predict the reaction product. The product is: [NH2:12][C:13]1[CH:18]=[C:17]([CH3:19])[C:16]([CH3:20])=[CH:15][C:14]=1[NH:21][C:9]([C:5]1[C:4]([N+:1]([O-:3])=[O:2])=[CH:8][NH:7][N:6]=1)=[O:11]. (7) Given the reactants C[O:2][C:3](=[O:53])[C@@H:4]([NH:20][C:21]([C@@H:23]1[CH2:32][C:31]2[CH:30]=[C:29]3[O:33][CH2:34][C@H:35]([C:37]4[CH:42]=[CH:41][C:40]([O:43][CH2:44][C:45]5[CH:50]=[CH:49][C:48]([Cl:51])=[C:47]([Cl:52])[CH:46]=5)=[CH:39][CH:38]=4)[O:36][C:28]3=[CH:27][C:26]=2[CH2:25][NH:24]1)=[O:22])[CH2:5][C:6]1[CH:11]=[CH:10][C:9]([C:12]2[CH:17]=[CH:16][N:15]=[C:14]([CH3:18])[C:13]=2[CH3:19])=[CH:8][CH:7]=1.[CH3:54][C:55]1[O:56][C:57]([C:61](Cl)=[O:62])=[C:58]([CH3:60])[N:59]=1, predict the reaction product. The product is: [Cl:52][C:47]1[CH:46]=[C:45]([CH:50]=[CH:49][C:48]=1[Cl:51])[CH2:44][O:43][C:40]1[CH:41]=[CH:42][C:37]([C@H:35]2[CH2:34][O:33][C:29]3=[CH:30][C:31]4[CH2:32][C@@H:23]([C:21]([NH:20][C@@H:4]([CH2:5][C:6]5[CH:11]=[CH:10][C:9]([C:12]6[CH:17]=[CH:16][N:15]=[C:14]([CH3:18])[C:13]=6[CH3:19])=[CH:8][CH:7]=5)[C:3]([OH:2])=[O:53])=[O:22])[N:24]([C:61]([C:57]5[O:56][C:55]([CH3:54])=[N:59][C:58]=5[CH3:60])=[O:62])[CH2:25][C:26]=4[CH:27]=[C:28]3[O:36]2)=[CH:38][CH:39]=1.